The task is: Regression. Given a peptide amino acid sequence and an MHC pseudo amino acid sequence, predict their binding affinity value. This is MHC class II binding data.. This data is from Peptide-MHC class II binding affinity with 134,281 pairs from IEDB. (1) The peptide sequence is RDKEAGVALRATFIVDPDNT. The MHC is DRB1_0701 with pseudo-sequence DRB1_0701. The binding affinity (normalized) is 0.659. (2) The peptide sequence is SAQIHLYYNSNIG. The MHC is HLA-DQA10101-DQB10501 with pseudo-sequence HLA-DQA10101-DQB10501. The binding affinity (normalized) is 0.402. (3) The peptide sequence is IRPRKTHESHLVRSW. The MHC is HLA-DQA10501-DQB10303 with pseudo-sequence HLA-DQA10501-DQB10303. The binding affinity (normalized) is 0.502. (4) The peptide sequence is GELQIVEKIDAAFKI. The MHC is DRB3_0101 with pseudo-sequence DRB3_0101. The binding affinity (normalized) is 0.689. (5) The peptide sequence is YDKFLANVQTVLTGK. The MHC is DRB1_0405 with pseudo-sequence DRB1_0405. The binding affinity (normalized) is 0.692. (6) The peptide sequence is SSKVTITDTTIGTGD. The MHC is DRB1_1501 with pseudo-sequence DRB1_1501. The binding affinity (normalized) is 0. (7) The peptide sequence is ADVILPIGTRSVETD. The MHC is HLA-DQA10102-DQB10501 with pseudo-sequence HLA-DQA10102-DQB10501. The binding affinity (normalized) is 0.787.